From a dataset of Reaction yield outcomes from USPTO patents with 853,638 reactions. Predict the reaction yield, written as a fraction of the theoretical maximum amount of product (1.0 means a 100% yield; for example, 0.34 means a 34% yield). (1) The reactants are [C:1]1([P:7](=[O:20])([C:14]2[CH:19]=[CH:18][CH:17]=[CH:16][CH:15]=2)[C:8]2[CH:13]=[CH:12][CH:11]=[CH:10][CH:9]=2)[CH:6]=[CH:5][CH:4]=[CH:3][CH:2]=1.[Al].C(Cl)(=O)C(Cl)=O.[Pb](Br)Br.Cl. The catalyst is C(#N)C. The product is [C:14]1([P:7]([C:1]2[CH:2]=[CH:3][CH:4]=[CH:5][CH:6]=2)[C:8]2[CH:13]=[CH:12][CH:11]=[CH:10][CH:9]=2)[CH:15]=[CH:16][CH:17]=[CH:18][CH:19]=1.[C:1]1([P:7](=[O:20])([C:8]2[CH:13]=[CH:12][CH:11]=[CH:10][CH:9]=2)[C:14]2[CH:19]=[CH:18][CH:17]=[CH:16][CH:15]=2)[CH:2]=[CH:3][CH:4]=[CH:5][CH:6]=1. The yield is 0.880. (2) No catalyst specified. The reactants are [CH2:1]([C:8]1[S:12][C:11]([C:13]2[CH:18]=[CH:17][C:16]([OH:19])=[CH:15][CH:14]=2)=[CH:10][CH:9]=1)[C:2]1[CH:7]=[CH:6][CH:5]=[CH:4][CH:3]=1.C(OC([N:27]1[CH2:31][CH2:30][CH2:29][C@H:28]1[CH2:32]OS(C1C=CC(C)=CC=1)(=O)=O)=O)(C)(C)C. The product is [CH2:1]([C:8]1[S:12][C:11]([C:13]2[CH:14]=[CH:15][C:16]([O:19][CH2:32][C@@H:28]3[CH2:29][CH2:30][CH2:31][NH:27]3)=[CH:17][CH:18]=2)=[CH:10][CH:9]=1)[C:2]1[CH:3]=[CH:4][CH:5]=[CH:6][CH:7]=1. The yield is 0.850.